From a dataset of Reaction yield outcomes from USPTO patents with 853,638 reactions. Predict the reaction yield, written as a fraction of the theoretical maximum amount of product (1.0 means a 100% yield; for example, 0.34 means a 34% yield). (1) The reactants are [C:1]([O:5][C:6](=[O:26])[NH:7][C@@H:8]1[C:17]2[C:12](=[CH:13][CH:14]=[CH:15][CH:16]=2)[C@@H:11]([O:18][C:19]2[CH:24]=[CH:23][N:22]=[C:21](Cl)[CH:20]=2)[CH2:10][CH2:9]1)([CH3:4])([CH3:3])[CH3:2].[CH3:27][O:28][CH2:29][C:30]([NH2:32])=[O:31].CC1(C)C2C(=C(P(C3C=CC=CC=3)C3C=CC=CC=3)C=CC=2)OC2C(P(C3C=CC=CC=3)C3C=CC=CC=3)=CC=CC1=2.C(=O)([O-])[O-].[K+].[K+]. The yield is 0.440. The product is [C:1]([O:5][C:6](=[O:26])[NH:7][C@@H:8]1[C:17]2[C:12](=[CH:13][CH:14]=[CH:15][CH:16]=2)[C@@H:11]([O:18][C:19]2[CH:24]=[CH:23][N:22]=[C:21]([NH:32][C:30](=[O:31])[CH2:29][O:28][CH3:27])[CH:20]=2)[CH2:10][CH2:9]1)([CH3:4])([CH3:3])[CH3:2]. The catalyst is O1CCOCC1.C([O-])(=O)C.[Pd+2].C([O-])(=O)C. (2) The reactants are [CH2:1]([C:4]1[C:13]2[C:8](=[CH:9][C:10]([S:24]([C:27]3[CH:32]=[CH:31][C:30]([CH3:33])=[CH:29][CH:28]=3)(=[O:26])=[O:25])=[CH:11][C:12]=2S(C2C=CC(C)=CC=2)(=O)=O)[O:7][C:6](=[O:34])[CH:5]=1)[CH2:2][CH3:3].CCCC[N+](CCCC)(CCCC)CCCC.[F-].C1C[O:56]CC1. No catalyst specified. The product is [OH:56][C:12]1[CH:11]=[C:10]([S:24]([C:27]2[CH:28]=[CH:29][C:30]([CH3:33])=[CH:31][CH:32]=2)(=[O:26])=[O:25])[CH:9]=[C:8]2[C:13]=1[C:4]([CH2:1][CH2:2][CH3:3])=[CH:5][C:6](=[O:34])[O:7]2. The yield is 0.880.